From a dataset of Experimentally validated miRNA-target interactions with 360,000+ pairs, plus equal number of negative samples. Binary Classification. Given a miRNA mature sequence and a target amino acid sequence, predict their likelihood of interaction. (1) The protein sequence of the target gene is MSRGTMPQPEAWPGASCAETPAREAAATARDGGKAAASGQPRPEMQCPAEHEEDMYRAADEIEKEKELLIHERGASEPRLSVAPEMDIMDYCKKEWRGNTQKATCMKMGYEEVSQKFTSIRRVRGDNYCALRATLFQAMSQAVGLPPWLQDPELMLLPEKLISKYNWIKQWKLGLKFDGKNEDLVDKIKESLTLLRKKWAGLAEMRTAEARQIACDELFTNEAEEYSLYEAVKFLMLNRAIELYNDKEKGKEVPFFSVLLFARDTSNDPGQLLRNHLNQVGHTGGLEQVEMFLLAYAVRH.... Result: 0 (no interaction). The miRNA is hsa-miR-4799-3p with sequence ACUGGCAUGCUGCAUUUAUAUA. (2) The miRNA is hsa-miR-6833-3p with sequence UUUCUCUCUCCACUUCCUCAG. The protein sequence of the target gene is MDSKDESSHVWPTSAEHEQNAAQVHFVPDTGTVAQIVYTDDQVRPPQQVVYTADGASYTSVDGPEHTLVYIHPVEAAQTLFTDPGQVAYVQQDATAQQASLPVHNQVLPSIESVDGSDPLATLQTPLGRLEAKEEEDEDEDEDTEEDEEEDGEDTDLDDWEPDPPRPFDPHDLWCEECNNAHASVCPKHGPLHPIPNRPVLTRARASLPLVLYIDRFLGGVFSKRRIPKRTQFGPVEGPLVRGSELKDCYIHLKVSLDKGDRKERDLHEDLWFELSDETLCNWMMFVRPAQNHLEQNLVA.... Result: 1 (interaction). (3) The miRNA is hsa-miR-127-5p with sequence CUGAAGCUCAGAGGGCUCUGAU. The protein sequence of the target gene is MSPHPEAITDCVTLNTVGQLAEGGYPLRFSTLFQEQQKMNISQASVSFKDVTIEFTQEEWQQMAPVQKNLYRDVMLENYSNLVSVGYCCFKPEVIFKLEQGEEPWFSEEEFSNQSHPKDYRGDDLIKQNKKIKDKHLEQAICINNKTLTTEEEKVLGKPFTLHVAAVASTKMSCKCNSWEVNLQSISEFIINNRNYSTKKIGCGNVCENSPFKINFEKTQTGEKFYEHNKNMKALNYNENLPKHPKFQTLEQAFECNKIGKAFNDKANCVKHNSSHTGETSSKDDEFRKNCDKKTLFDHR.... Result: 1 (interaction). (4) The miRNA is hsa-miR-6720-5p with sequence UUCCAGCCCUGGUAGGCGCCGCG. The protein sequence of the target gene is MAGNCSWEAHPGNRNKMCPGLSEAPELYSRGFLTIEQIAMLPPPAVMNYIFLLLCLCGLVGNGLVLWFFGFSIKRNPFSIYFLHLASADVGYLFSKAVFSILNTGGFLGTFADYIRSVCRVLGLCMFLTGVSLLPAVSAERCASVIFPAWYWRRRPKRLSAVVCALLWVLSLLVTCLHNYFCVFLGRGAPGAACRHMDIFLGILLFLLCCPLMVLPCLALILHVECRARRRQRSAKLNHVILAMVSVFLVSSIYLGIDWFLFWVFQIPAPFPEYVTDLCICINSSAKPIVYFLAGRDKSQ.... Result: 1 (interaction). (5) The miRNA is hsa-miR-6889-3p with sequence UCUGUGCCCCUACUUCCCAG. The protein sequence of the target gene is MEFAAENEGKSGGGLHSVAEGVRLSPEPGREGVRDLAGAEEFGGGEEGTGLTGIKEIGDGEEGSGQRPEEIPMDLTVVKQEIIDWPGTEGRLAGQWVEQEVEDRPEVKDENAGVLEVKQETDSSLVVKEAKVGEPEVKEEKVKEEVMDWSEVKEEKDNLEIKQEEKFVGQCIKEELMHGECVKEEKDFLKKEIVDDTKVKEEPPINHPVGCKRKLAMSRCETCGTEEAKYRCPRCMRYSCSLPCVKKHKAELTCNGVRDKTAYISIQQFTEMNLLSDYRFLEDVARTADHISRDAFLKRP.... Result: 1 (interaction). (6) The miRNA is hsa-miR-1323 with sequence UCAAAACUGAGGGGCAUUUUCU. The protein sequence of the target gene is MNPQQQRMAAIGTDKELSDLLDFSAMFSPPVNSGKTRPTTLGSSQFSGSGMDERGGTTSWGTSGQPSPSYDSSRGFTDSPHYSDHLNDSRLGTHEGLSPTPFMNSNLIGKTSERGSFSLYSRDSGLSGCQSSLLRQDLGLGSPAQLSSSGKPGTPYYSFSATSSRRRPLHDSVALDPLQAKKVRKVPPGLPSSVYAPSPNSDDFNRESPSYPSPKPPTSMFASTFFMQDGTHSSSDLWSSSNGMSQPGFGGILGTSTSHMSQSSSYGSLHSHDRLSYPPHSVSPTDINTSLPPMSSFHRG.... Result: 0 (no interaction). (7) The miRNA is cgr-miR-29b-3p with sequence UAGCACCAUUUGAAAUCAGUGUU. The protein sequence of the target gene is MTSHYVIAIFALMSSCLATAGPEPGALCELSPVSASHPVQALMESFTVLSGCASRGTTGLPQEVHVLNLRTAGQGPGQLQREVTLHLNPISSVHIHHKSVVFLLNSPHPLVWHLKTERLATGVSRLFLVSEGSVVQFSSANFSLTAETEERNFPHGNEHLLNWARKEYGAVTSFTELKIARNIYIKVGEDQVFPPKCNIGKNFLSLNYLAEYLQPKAAEGCVMSSQPQNEEVHIIELITPNSNPYSAFQVDITIDIRPSQEDLEVVKNLILILKCKKSVNWVIKSFDVKGSLKIIAPNSI.... Result: 0 (no interaction). (8) The miRNA is mmu-miR-6901-3p with sequence GACCUUCUGUGUUCUUGCAG. The protein sequence of the target gene is MEPGPTAAQRRCSLPPWLPLGLLLWSGLALGALPFGSSPHRVFHDLLSEQQLLEVEDLSLSLLQGGGLGPLSLPPDLPDLDPECRELLLDFANSSAELTGCLVRSARPVRLCQTCYPLFQQVVSKMDNISRAAGNTSESQSCARSLLMADRMQIVVILSEFFNTTWQEANCANCLTNNSEELSNSTVYFLNLFNHTLTCFEHNLQGNAHSLLQTKNYSEVCKNCREAYKTLSSLYSEMQKMNELENKAEPGTHLCIDVEDAMNITRKLWSRTFNCSVPCSDTVPVIAVSVFILFLPVVFY.... Result: 0 (no interaction). (9) The miRNA is mmu-miR-709 with sequence GGAGGCAGAGGCAGGAGGA. The protein sequence of the target gene is MAPVLHFYVRPSGHEGAASGRVFRRLQEKLPTLQSVETELCYNVHWAAETLPWAEEMKKLMWLFGCPLVRDDVAQEPWLVPGSNDLLLEVGPRLNFSTPASTNIVSVCQAAGLRAVDRVETTRRYRLSFTDHPTAEMEAISLAALHDRMTEQHYPDPIQSFSPQSIPAPLKGSIDILAEGRPALEKANQELGLALDSWDLDFYTKRFQELQRNPSTVEVFDLAQSNSEHSRHWFFKGQLHVDGKKLAHSLFESIMSTQASSNPNNVLKFCDNSSAIQGKKVKFLRPEDSTRPSCFQQQQG.... Result: 1 (interaction).